Dataset: NCI-60 drug combinations with 297,098 pairs across 59 cell lines. Task: Regression. Given two drug SMILES strings and cell line genomic features, predict the synergy score measuring deviation from expected non-interaction effect. (1) Drug 1: C1=CC(=CC=C1CC(C(=O)O)N)N(CCCl)CCCl.Cl. Drug 2: CC1=CC=C(C=C1)C2=CC(=NN2C3=CC=C(C=C3)S(=O)(=O)N)C(F)(F)F. Cell line: EKVX. Synergy scores: CSS=1.000, Synergy_ZIP=-2.24, Synergy_Bliss=-4.04, Synergy_Loewe=-5.73, Synergy_HSA=-5.23. (2) Drug 1: CC1=CC=C(C=C1)C2=CC(=NN2C3=CC=C(C=C3)S(=O)(=O)N)C(F)(F)F. Drug 2: CC=C1C(=O)NC(C(=O)OC2CC(=O)NC(C(=O)NC(CSSCCC=C2)C(=O)N1)C(C)C)C(C)C. Cell line: SF-268. Synergy scores: CSS=60.6, Synergy_ZIP=4.18, Synergy_Bliss=1.54, Synergy_Loewe=-71.4, Synergy_HSA=-3.00. (3) Cell line: 786-0. Synergy scores: CSS=6.58, Synergy_ZIP=-2.39, Synergy_Bliss=-3.33, Synergy_Loewe=-1.08, Synergy_HSA=-3.17. Drug 2: C1=NNC2=C1C(=O)NC=N2. Drug 1: C1C(C(OC1N2C=NC3=C(N=C(N=C32)Cl)N)CO)O. (4) Drug 1: C1=CC(=CC=C1CCC2=CNC3=C2C(=O)NC(=N3)N)C(=O)NC(CCC(=O)O)C(=O)O. Drug 2: N.N.Cl[Pt+2]Cl. Cell line: HCT-15. Synergy scores: CSS=28.0, Synergy_ZIP=-1.55, Synergy_Bliss=-2.96, Synergy_Loewe=-32.6, Synergy_HSA=-4.55.